From a dataset of CYP2C19 inhibition data for predicting drug metabolism from PubChem BioAssay. Regression/Classification. Given a drug SMILES string, predict its absorption, distribution, metabolism, or excretion properties. Task type varies by dataset: regression for continuous measurements (e.g., permeability, clearance, half-life) or binary classification for categorical outcomes (e.g., BBB penetration, CYP inhibition). Dataset: cyp2c19_veith. (1) The compound is Cc1n[nH]c(=O)n1-c1cccc(C(F)(F)F)c1. The result is 0 (non-inhibitor). (2) The molecule is CCOc1cc(CNc2ccc3c(c2)OCCO3)cc(Br)c1OCC. The result is 1 (inhibitor). (3) The compound is CN(C)C(=O)c1ccc(-c2cc(Nc3ccccc3)ncn2)cc1. The result is 0 (non-inhibitor). (4) The compound is CCCCN(CCCC)c1nc(OC)nc(-n2nnc(C(C)=O)c2C)n1. The result is 1 (inhibitor).